Dataset: Full USPTO retrosynthesis dataset with 1.9M reactions from patents (1976-2016). Task: Predict the reactants needed to synthesize the given product. (1) The reactants are: CS(O[CH:6]([C:11]1[CH:18]=[CH:17][C:14]([C:15]#[N:16])=[CH:13][CH:12]=1)[CH:7]([CH3:10])[CH2:8][CH3:9])(=O)=O.[H-].[Al+3].[Li+].[H-].[H-].[H-].O.[OH-].[Na+]. Given the product [CH3:10][CH:7]([CH2:8][CH3:9])[CH2:6][C:11]1[CH:12]=[CH:13][C:14]([CH2:15][NH2:16])=[CH:17][CH:18]=1, predict the reactants needed to synthesize it. (2) Given the product [F:19][C:13]1[CH:14]=[C:15]([OH:18])[CH:16]=[CH:17][C:12]=1[S:9]([NH:8][C:4]1[CH:5]=[N:6][CH:7]=[C:2]([B:20]2[O:24][C:23]([CH3:26])([CH3:25])[C:22]([CH3:28])([CH3:27])[O:21]2)[CH:3]=1)(=[O:11])=[O:10], predict the reactants needed to synthesize it. The reactants are: Br[C:2]1[CH:3]=[C:4]([NH:8][S:9]([C:12]2[CH:17]=[CH:16][C:15]([OH:18])=[CH:14][C:13]=2[F:19])(=[O:11])=[O:10])[CH:5]=[N:6][CH:7]=1.[B:20]1([B:20]2[O:24][C:23]([CH3:26])([CH3:25])[C:22]([CH3:28])([CH3:27])[O:21]2)[O:24][C:23]([CH3:26])([CH3:25])[C:22]([CH3:28])([CH3:27])[O:21]1.C([O-])(=O)C.[K+]. (3) Given the product [Cl:1][C:2]1[CH:3]=[CH:4][C:5]2[O:9][C:8]([NH:10][C:11]([N:34]3[CH2:35][CH2:36][N:31]([C:29]4[S:28][N:27]=[C:26]([C:20]5[CH:25]=[CH:24][CH:23]=[CH:22][CH:21]=5)[N:30]=4)[CH2:32][CH2:33]3)=[O:18])=[N:7][C:6]=2[CH:19]=1, predict the reactants needed to synthesize it. The reactants are: [Cl:1][C:2]1[CH:3]=[CH:4][C:5]2[O:9][C:8]([NH:10][C:11](=[O:18])OCC(Cl)(Cl)Cl)=[N:7][C:6]=2[CH:19]=1.[C:20]1([C:26]2[N:30]=[C:29]([N:31]3[CH2:36][CH2:35][NH:34][CH2:33][CH2:32]3)[S:28][N:27]=2)[CH:25]=[CH:24][CH:23]=[CH:22][CH:21]=1.C(N(C(C)C)CC)(C)C.O. (4) Given the product [Cl:1][C:2]1[CH:7]=[C:6]([C:8]2[NH:9][C:10](=[O:21])[C:11]3[C:12]([CH:18]4[CH2:20][CH2:19]4)=[CH:13][N:14]=[CH:15][C:16]=3[N:22]=2)[CH:5]=[CH:4][N:3]=1, predict the reactants needed to synthesize it. The reactants are: [Cl:1][C:2]1[CH:7]=[C:6]([C:8](=[NH:22])[NH:9][C:10](=[O:21])[C:11]2[C:16](F)=[CH:15][N:14]=[CH:13][C:12]=2[CH:18]2[CH2:20][CH2:19]2)[CH:5]=[CH:4][N:3]=1.C(=O)([O-])[O-].[Cs+].[Cs+]. (5) The reactants are: [Cl:1][C:2]1[CH:9]=[CH:8][C:5]([CH2:6]Cl)=[CH:4][CH:3]=1.[Mg].[Cl:11][C:12]1[N:17]=[CH:16][C:15]([C:18](=O)[CH3:19])=[CH:14][CH:13]=1.[Cl-].[NH4+].O.C1(C)C=CC(S(O)(=O)=O)=CC=1.[OH-].[Na+]. Given the product [Cl:11][C:12]1[CH:13]=[CH:14][C:15](/[C:18](/[CH3:19])=[CH:6]/[C:5]2[CH:8]=[CH:9][C:2]([Cl:1])=[CH:3][CH:4]=2)=[CH:16][N:17]=1, predict the reactants needed to synthesize it. (6) Given the product [ClH:13].[Cl:15][C:16]1[CH:21]=[C:20]([Cl:22])[CH:19]=[CH:18][C:17]=1[N:23]=[C:24]1[N:5]([CH2:1][CH:2]([CH3:4])[CH3:3])[CH2:6][C:7]([CH3:10])([CH3:9])[S:25]1, predict the reactants needed to synthesize it. The reactants are: [CH2:1]([NH:5][CH2:6][C:7]([CH3:10])([CH3:9])O)[CH:2]([CH3:4])[CH3:3].O=S(Cl)[Cl:13].[Cl:15][C:16]1[CH:21]=[C:20]([Cl:22])[CH:19]=[CH:18][C:17]=1[N:23]=[C:24]=[S:25]. (7) Given the product [CH3:3][O:4][C:5](=[O:17])[CH:6]([C:7]1[CH:8]=[CH:9][C:10]([S:13]([CH3:16])(=[O:14])=[O:15])=[CH:11][CH:12]=1)[CH2:23][C:22]1[CH:25]=[CH:26][C:19]([F:18])=[CH:20][CH:21]=1, predict the reactants needed to synthesize it. The reactants are: [H-].[Na+].[CH3:3][O:4][C:5](=[O:17])[CH2:6][C:7]1[CH:12]=[CH:11][C:10]([S:13]([CH3:16])(=[O:15])=[O:14])=[CH:9][CH:8]=1.[F:18][C:19]1[CH:26]=[CH:25][C:22]([CH2:23]Br)=[CH:21][CH:20]=1.